This data is from Full USPTO retrosynthesis dataset with 1.9M reactions from patents (1976-2016). The task is: Predict the reactants needed to synthesize the given product. Given the product [NH2:4][C:5]1[CH:10]=[C:9]([C:11]2[C:16]([F:17])=[CH:15][C:14]([Cl:18])=[C:13]([F:19])[C:12]=2[CH3:20])[N:8]=[C:7]([C:21]([O:23][CH3:24])=[O:22])[C:6]=1[Cl:25], predict the reactants needed to synthesize it. The reactants are: C([NH:4][C:5]1[CH:10]=[C:9]([C:11]2[C:16]([F:17])=[CH:15][C:14]([Cl:18])=[C:13]([F:19])[C:12]=2[CH3:20])[N:8]=[C:7]([C:21]([O:23][CH3:24])=[O:22])[C:6]=1[Cl:25])(=O)C.C(Cl)(=O)C.